Predict the product of the given reaction. From a dataset of Forward reaction prediction with 1.9M reactions from USPTO patents (1976-2016). (1) Given the reactants C[O:2][C:3]([C:5]1[S:6][C:7]([C:11]([CH3:14])([CH3:13])[CH3:12])=[CH:8][C:9]=1[NH2:10])=O.C(O)(=O)C.[CH:19](N)=[NH:20], predict the reaction product. The product is: [C:11]([C:7]1[S:6][C:5]2[C:3]([OH:2])=[N:20][CH:19]=[N:10][C:9]=2[CH:8]=1)([CH3:14])([CH3:13])[CH3:12]. (2) Given the reactants [F:1][C:2]1[CH:3]=[CH:4][C:5]([N+:18]([O-:20])=O)=[C:6]([C:8]2[C:9]([C:14](OC)=[O:15])=[CH:10][CH:11]=[CH:12][CH:13]=2)[CH:7]=1.[H][H], predict the reaction product. The product is: [F:1][C:2]1[CH:3]=[CH:4][C:5]2[N:18]([OH:20])[C:14](=[O:15])[C:9]3[C:8](=[CH:13][CH:12]=[CH:11][CH:10]=3)[C:6]=2[CH:7]=1. (3) Given the reactants [N+:1]([C:4]1[CH:21]=[CH:20][CH:19]=[CH:18][C:5]=1[CH2:6][N:7]1[C:15](=[O:16])[C:14]2[C:9](=[CH:10][CH:11]=[CH:12][CH:13]=2)[C:8]1=[O:17])([O-])=O.C([O-])=O.[NH4+], predict the reaction product. The product is: [NH2:1][C:4]1[CH:21]=[CH:20][CH:19]=[CH:18][C:5]=1[CH2:6][N:7]1[C:15](=[O:16])[C:14]2[C:9](=[CH:10][CH:11]=[CH:12][CH:13]=2)[C:8]1=[O:17]. (4) Given the reactants C(OC1C=C(C=CC=1)[O:8][C:9]1[CH:10]=[C:11]2[C:15](=[CH:16][CH:17]=1)[N:14]([C:18]1[CH:23]=[CH:22][C:21]([O:24][CH:25]([CH3:27])[CH3:26])=[CH:20][CH:19]=1)[C:13]([C:28]([OH:30])=[O:29])=[CH:12]2)(C)C.C(OC(C1N(C2C=CC(OC(C)C)=CC=2)C2C(C=1)=CC(O)=CC=2)=O)C.[CH:59]([O:62][C:63]1[CH:68]=[CH:67][CH:66]=[CH:65][C:64]=1B(O)O)([CH3:61])[CH3:60], predict the reaction product. The product is: [CH:59]([O:62][C:63]1[CH:68]=[CH:67][CH:66]=[CH:65][C:64]=1[O:8][C:9]1[CH:10]=[C:11]2[C:15](=[CH:16][CH:17]=1)[N:14]([C:18]1[CH:19]=[CH:20][C:21]([O:24][CH:25]([CH3:27])[CH3:26])=[CH:22][CH:23]=1)[C:13]([C:28]([OH:30])=[O:29])=[CH:12]2)([CH3:61])[CH3:60]. (5) Given the reactants [CH:1]([C:3]1[CH:17]=[CH:16][C:6]([O:7][C:8]2[CH:9]=[C:10]([CH:13]=[CH:14][CH:15]=2)[C:11]#[N:12])=[CH:5][CH:4]=1)=[O:2].[BH4-].[Na+], predict the reaction product. The product is: [OH:2][CH2:1][C:3]1[CH:17]=[CH:16][C:6]([O:7][C:8]2[CH:9]=[C:10]([CH:13]=[CH:14][CH:15]=2)[C:11]#[N:12])=[CH:5][CH:4]=1. (6) The product is: [CH3:20][N:21]([CH3:23])/[CH:22]=[CH:2]/[C:1]([C:4]1[N:9]=[C:8]([C:10]#[N:11])[C:7]([N:12]2[CH2:16][CH2:15][C@H:14]([OH:17])[CH2:13]2)=[CH:6][CH:5]=1)=[O:3]. Given the reactants [C:1]([C:4]1[N:9]=[C:8]([C:10]#[N:11])[C:7]([N:12]2[CH2:16][CH2:15][C@H:14]([OH:17])[CH2:13]2)=[CH:6][CH:5]=1)(=[O:3])[CH3:2].CO[CH:20](OC)[N:21]([CH3:23])[CH3:22], predict the reaction product.